This data is from Peptide-MHC class I binding affinity with 185,985 pairs from IEDB/IMGT. The task is: Regression. Given a peptide amino acid sequence and an MHC pseudo amino acid sequence, predict their binding affinity value. This is MHC class I binding data. (1) The peptide sequence is FIVPEFAKQY. The MHC is HLA-A03:01 with pseudo-sequence HLA-A03:01. The binding affinity (normalized) is 0. (2) The peptide sequence is FESVAWSA. The MHC is HLA-B44:03 with pseudo-sequence HLA-B44:03. The binding affinity (normalized) is 0. (3) The peptide sequence is SRISIYWTI. The MHC is HLA-A23:01 with pseudo-sequence HLA-A23:01. The binding affinity (normalized) is 0.615. (4) The peptide sequence is PIPVGDIYK. The MHC is HLA-A30:02 with pseudo-sequence HLA-A30:02. The binding affinity (normalized) is 0.0847. (5) The peptide sequence is RSFPEWDYI. The MHC is HLA-A02:12 with pseudo-sequence HLA-A02:12. The binding affinity (normalized) is 0.0847. (6) The MHC is HLA-A02:01 with pseudo-sequence HLA-A02:01. The binding affinity (normalized) is 0.0847. The peptide sequence is RLRRRRHPL. (7) The peptide sequence is RVYAELAAL. The MHC is HLA-A01:01 with pseudo-sequence HLA-A01:01. The binding affinity (normalized) is 0.0847. (8) The peptide sequence is IEELRRHLL. The MHC is HLA-A30:01 with pseudo-sequence HLA-A30:01. The binding affinity (normalized) is 0.00398. (9) The peptide sequence is YQRALHTSI. The MHC is HLA-B08:01 with pseudo-sequence HLA-B08:01. The binding affinity (normalized) is 0.475.